Dataset: Catalyst prediction with 721,799 reactions and 888 catalyst types from USPTO. Task: Predict which catalyst facilitates the given reaction. (1) Reactant: [CH:1]1([CH:7]([NH:24][C:25]2[CH:30]=[CH:29][C:28]([C:31]([N:33]([CH3:41])[CH2:34][CH2:35][C:36]([O:38]CC)=[O:37])=[O:32])=[CH:27][CH:26]=2)[C:8]2[O:9][C:10]3[CH:17]=[CH:16][C:15]([NH:18][C:19](=[O:23])[NH:20][CH2:21][CH3:22])=[CH:14][C:11]=3[C:12]=2[CH3:13])[CH2:6][CH2:5][CH2:4][CH2:3][CH2:2]1.O1CCCC1.[OH-].[Li+]. Product: [CH:1]1([CH:7]([NH:24][C:25]2[CH:30]=[CH:29][C:28]([C:31]([N:33]([CH3:41])[CH2:34][CH2:35][C:36]([OH:38])=[O:37])=[O:32])=[CH:27][CH:26]=2)[C:8]2[O:9][C:10]3[CH:17]=[CH:16][C:15]([NH:18][C:19](=[O:23])[NH:20][CH2:21][CH3:22])=[CH:14][C:11]=3[C:12]=2[CH3:13])[CH2:2][CH2:3][CH2:4][CH2:5][CH2:6]1. The catalyst class is: 8. (2) Product: [O:47]1[CH:51]=[CH:50][CH:49]=[C:48]1[C:52]([NH:46][C:42]1[CH:43]=[CH:44][CH:45]=[C:40]([C:9]2[C:10]3[C:15](=[CH:14][CH:13]=[C:12]([C:16]4[N:20]=[CH:19][N:18]([C:21]([C:28]5[CH:33]=[CH:32][CH:31]=[CH:30][CH:29]=5)([C:22]5[CH:27]=[CH:26][CH:25]=[CH:24][CH:23]=5)[C:34]5[CH:35]=[CH:36][CH:37]=[CH:38][CH:39]=5)[N:17]=4)[CH:11]=3)[N:7]([CH:2]3[CH2:3][CH2:4][CH2:5][CH2:6][O:1]3)[N:8]=2)[CH:41]=1)=[O:53]. Reactant: [O:1]1[CH2:6][CH2:5][CH2:4][CH2:3][CH:2]1[N:7]1[C:15]2[C:10](=[CH:11][C:12]([C:16]3[N:20]=[CH:19][N:18]([C:21]([C:34]4[CH:39]=[CH:38][CH:37]=[CH:36][CH:35]=4)([C:28]4[CH:33]=[CH:32][CH:31]=[CH:30][CH:29]=4)[C:22]4[CH:27]=[CH:26][CH:25]=[CH:24][CH:23]=4)[N:17]=3)=[CH:13][CH:14]=2)[C:9]([C:40]2[CH:41]=[C:42]([NH2:46])[CH:43]=[CH:44][CH:45]=2)=[N:8]1.[O:47]1[CH:51]=[CH:50][CH:49]=[C:48]1[C:52](Cl)=[O:53].C(N(CC)CC)C. The catalyst class is: 7. (3) Reactant: [F:1][C:2]([F:19])([F:18])[C:3]1[CH:8]=[CH:7][C:6]([C:9]#[C:10][CH2:11][CH2:12]OS(C)(=O)=O)=[CH:5][CH:4]=1.[Na+].[I-:21]. Product: [I:21][CH2:12][CH2:11][C:10]#[C:9][C:6]1[CH:7]=[CH:8][C:3]([C:2]([F:19])([F:18])[F:1])=[CH:4][CH:5]=1. The catalyst class is: 131. (4) Reactant: [C:1]([C:5]1[CH:6]=[C:7]([C:14]([F:17])([F:16])[F:15])[C:8]([O:12][CH3:13])=[C:9]([NH2:11])[CH:10]=1)([CH3:4])([CH3:3])[CH3:2].[N:18]1([CH2:24][CH2:25][O:26][C:27]2[C:36]3[C:31](=[CH:32][CH:33]=[CH:34][CH:35]=3)[C:30]([C:37](=[O:41])[C:38](Cl)=[O:39])=[CH:29][CH:28]=2)[CH2:23][CH2:22][O:21][CH2:20][CH2:19]1.CCN(C(C)C)C(C)C. Product: [C:1]([C:5]1[CH:6]=[C:7]([C:14]([F:15])([F:16])[F:17])[C:8]([O:12][CH3:13])=[C:9]([NH:11][C:38](=[O:39])[C:37]([C:30]2[C:31]3[C:36](=[CH:35][CH:34]=[CH:33][CH:32]=3)[C:27]([O:26][CH2:25][CH2:24][N:18]3[CH2:19][CH2:20][O:21][CH2:22][CH2:23]3)=[CH:28][CH:29]=2)=[O:41])[CH:10]=1)([CH3:4])([CH3:2])[CH3:3]. The catalyst class is: 2. (5) Reactant: [CH2:1]([O:4][C:5]1[C:6]([CH2:20][CH3:21])=[C:7]([CH2:15][C:16]([O:18][CH3:19])=[O:17])[CH:8]=[C:9]([O:11][CH2:12][CH:13]=[CH2:14])[CH:10]=1)[CH:2]=[CH2:3].[C:22](O)(=[O:29])[C:23]1[CH:28]=[CH:27][CH:26]=[CH:25][CH:24]=1.FC(F)(F)C(OC(=O)C(F)(F)F)=O.C(=O)([O-])O.[Na+]. Product: [CH2:12]([O:11][C:9]1[C:8]([C:22](=[O:29])[C:23]2[CH:28]=[CH:27][CH:26]=[CH:25][CH:24]=2)=[C:7]([CH2:15][C:16]([O:18][CH3:19])=[O:17])[C:6]([CH2:20][CH3:21])=[C:5]([O:4][CH2:1][CH:2]=[CH2:3])[CH:10]=1)[CH:13]=[CH2:14]. The catalyst class is: 55. (6) Reactant: C([O:5][C:6](=[O:28])[CH2:7][C@H:8]([C:18]1[O:22][N:21]=[C:20]([C:23]([O:25][CH2:26][CH3:27])=[O:24])[N:19]=1)[CH2:9][CH2:10][CH2:11][CH:12]1[CH2:17][CH2:16][CH2:15][CH2:14][CH2:13]1)(C)(C)C.FC(F)(F)C(O)=O. Product: [CH:12]1([CH2:11][CH2:10][CH2:9][C@@H:8]([C:18]2[O:22][N:21]=[C:20]([C:23]([O:25][CH2:26][CH3:27])=[O:24])[N:19]=2)[CH2:7][C:6]([OH:28])=[O:5])[CH2:13][CH2:14][CH2:15][CH2:16][CH2:17]1. The catalyst class is: 4. (7) Product: [C:32]([O:31][C:29](=[O:30])[NH:13][CH2:12][CH:11]1[O:10][B:9]([OH:14])[C:8]2[CH:15]=[C:4]([NH:3][S:46]([C:44]3[S:45][C:41]([C:40]4[O:36][CH:37]=[N:38][CH:39]=4)=[CH:42][CH:43]=3)(=[O:47])=[O:48])[CH:5]=[CH:6][C:7]1=2)([CH3:33])([CH3:34])[CH3:35].[O:36]1[C:40]([C:41]2[S:45][C:44]([S:46]([OH:48])(=[O:25])=[O:47])=[CH:43][CH:42]=2)=[CH:39][N:38]=[CH:37]1. Reactant: Cl.Cl.[NH2:3][C:4]1[CH:5]=[CH:6][C:7]2[CH:11]([CH2:12][NH2:13])[O:10][B:9]([OH:14])[C:8]=2[CH:15]=1.C(NCC)C.CC([O:25]C(O[C:29]([O:31][C:32]([CH3:35])([CH3:34])[CH3:33])=[O:30])=O)(C)C.[O:36]1[C:40]([C:41]2[S:45][C:44]([S:46](Cl)(=[O:48])=[O:47])=[CH:43][CH:42]=2)=[CH:39][N:38]=[CH:37]1. The catalyst class is: 36. (8) Reactant: [OH:1][C:2]1[C:7]([C:8]2[NH:12][C:11]3[CH:13]=[CH:14][C:15]([C:17]([NH2:19])=[NH:18])=[CH:16][C:10]=3[N:9]=2)=[CH:6][C:5]([S:20](=[O:34])(=[O:33])[NH:21][C:22](=[O:32])[CH2:23][CH2:24][CH2:25][C:26]2[CH:31]=[CH:30][CH:29]=[CH:28][CH:27]=2)=[CH:4][C:3]=1[C:35]1[CH:40]=[CH:39][CH:38]=[C:37]([N+:41]([O-])=O)[CH:36]=1.[Cl-].[NH4+]. Product: [NH2:41][C:37]1[CH:36]=[C:35]([C:3]2[CH:4]=[C:5]([S:20](=[O:34])(=[O:33])[NH:21][C:22](=[O:32])[CH2:23][CH2:24][CH2:25][C:26]3[CH:27]=[CH:28][CH:29]=[CH:30][CH:31]=3)[CH:6]=[C:7]([C:8]3[NH:12][C:11]4[CH:13]=[CH:14][C:15]([C:17]([NH2:19])=[NH:18])=[CH:16][C:10]=4[N:9]=3)[C:2]=2[OH:1])[CH:40]=[CH:39][CH:38]=1. The catalyst class is: 415. (9) Reactant: Cl.[NH2:2][C@H:3]([CH2:20][OH:21])[CH2:4][C:5]1[CH:19]=[CH:18][C:8]([O:9][C:10]2[N:17]=[CH:16][CH:15]=[CH:14][C:11]=2[C:12]#[N:13])=[CH:7][CH:6]=1.[O:22]1[C@H:24]([CH2:25][O:26][C:27]2[CH:32]=[CH:31][CH:30]=[CH:29][CH:28]=2)[CH2:23]1.C(N(CC)C(C)C)(C)C. Product: [OH:22][C@H:24]([CH2:25][O:26][C:27]1[CH:32]=[CH:31][CH:30]=[CH:29][CH:28]=1)[CH2:23][NH:2][C@H:3]([CH2:20][OH:21])[CH2:4][C:5]1[CH:6]=[CH:7][C:8]([O:9][C:10]2[N:17]=[CH:16][CH:15]=[CH:14][C:11]=2[C:12]#[N:13])=[CH:18][CH:19]=1. The catalyst class is: 8.